From a dataset of Forward reaction prediction with 1.9M reactions from USPTO patents (1976-2016). Predict the product of the given reaction. (1) Given the reactants C(OC([N:8]1[CH2:13][CH2:12][CH:11]([O:14][C:15]2[C:20]3[C:21]4[CH:36]=[C:35]([Br:37])[CH:34]=[N:33][C:22]=4[N:23]([S:24]([C:27]4[CH:32]=[CH:31][CH:30]=[CH:29][CH:28]=4)(=[O:26])=[O:25])[C:19]=3[CH:18]=[N:17][C:16]=2[C:38]#[N:39])[CH2:10][CH2:9]1)=O)(C)(C)C.C(O)(C(F)(F)F)=O, predict the reaction product. The product is: [C:27]1([S:24]([N:23]2[C:19]3[CH:18]=[N:17][C:16]([C:38]#[N:39])=[C:15]([O:14][CH:11]4[CH2:12][CH2:13][NH:8][CH2:9][CH2:10]4)[C:20]=3[C:21]3[CH:36]=[C:35]([Br:37])[CH:34]=[N:33][C:22]2=3)(=[O:25])=[O:26])[CH:28]=[CH:29][CH:30]=[CH:31][CH:32]=1. (2) Given the reactants [Br:1][C:2]1[CH:3]=[C:4]2[C:9](=[CH:10][CH:11]=1)[NH:8][C:7](=O)[CH2:6][CH2:5]2.COC1C=CC(P2(SP(C3C=CC(OC)=CC=3)(=S)S2)=[S:22])=CC=1, predict the reaction product. The product is: [Br:1][C:2]1[CH:3]=[C:4]2[C:9](=[CH:10][CH:11]=1)[NH:8][C:7](=[S:22])[CH2:6][CH2:5]2.